Dataset: Reaction yield outcomes from USPTO patents with 853,638 reactions. Task: Predict the reaction yield, written as a fraction of the theoretical maximum amount of product (1.0 means a 100% yield; for example, 0.34 means a 34% yield). (1) The reactants are [C:1]([C:5]1[CH:12]=[CH:11][C:8]([CH:9]=O)=[CH:7][CH:6]=1)([CH3:4])([CH3:3])[CH3:2].[NH2:13][C:14]1[S:15][C:16]([S:19]([C:22]2[CH:27]=[CH:26][C:25]([N+:28]([O-:30])=[O:29])=[CH:24][CH:23]=2)(=[O:21])=[O:20])=[CH:17][N:18]=1.C([O:33][C:34](=O)[C:35]([OH:47])=[CH:36][C:37](=[O:46])[CH2:38][CH2:39][C:40]1[CH:45]=[CH:44][CH:43]=[CH:42][CH:41]=1)C. No catalyst specified. The product is [C:1]([C:5]1[CH:12]=[CH:11][C:8]([CH:9]2[N:13]([C:14]3[S:15][C:16]([S:19]([C:22]4[CH:23]=[CH:24][C:25]([N+:28]([O-:30])=[O:29])=[CH:26][CH:27]=4)(=[O:20])=[O:21])=[CH:17][N:18]=3)[C:34](=[O:33])[C:35]([OH:47])=[C:36]2[C:37](=[O:46])[CH2:38][CH2:39][C:40]2[CH:41]=[CH:42][CH:43]=[CH:44][CH:45]=2)=[CH:7][CH:6]=1)([CH3:4])([CH3:3])[CH3:2]. The yield is 0.230. (2) The reactants are [CH3:1][C:2]1[CH:11]=[CH:10][C:9]2[C:4](=[CH:5][C:6]([C:12]([F:15])([F:14])[F:13])=[CH:7][CH:8]=2)[N:3]=1.[Br:16]N1C(=O)CCC1=O.N(C(C)(C)C#N)=NC(C)(C)C#N. The catalyst is C(Cl)(Cl)(Cl)Cl. The product is [Br:16][CH2:1][C:2]1[CH:11]=[CH:10][C:9]2[C:4](=[CH:5][C:6]([C:12]([F:13])([F:15])[F:14])=[CH:7][CH:8]=2)[N:3]=1. The yield is 0.370.